From a dataset of Catalyst prediction with 721,799 reactions and 888 catalyst types from USPTO. Predict which catalyst facilitates the given reaction. Reactant: [OH:1][C:2]1[C:3](=[O:29])[C:4]([C:18]2[N:22]([C:23]3[CH:28]=[CH:27][CH:26]=[CH:25][CH:24]=3)[N:21]=[CH:20][CH:19]=2)=[N:5][N:6]([C:8]2[CH:13]=[CH:12][CH:11]=[C:10]([C:14]([F:17])([F:16])[F:15])[CH:9]=2)[CH:7]=1.Br[CH2:31][CH:32]1[CH2:34][CH2:33]1.C([O-])([O-])=O.[K+].[K+].O. Product: [CH:32]1([CH2:31][O:1][C:2]2[C:3](=[O:29])[C:4]([C:18]3[N:22]([C:23]4[CH:24]=[CH:25][CH:26]=[CH:27][CH:28]=4)[N:21]=[CH:20][CH:19]=3)=[N:5][N:6]([C:8]3[CH:13]=[CH:12][CH:11]=[C:10]([C:14]([F:16])([F:15])[F:17])[CH:9]=3)[CH:7]=2)[CH2:34][CH2:33]1. The catalyst class is: 3.